This data is from Full USPTO retrosynthesis dataset with 1.9M reactions from patents (1976-2016). The task is: Predict the reactants needed to synthesize the given product. (1) Given the product [I:16][C:4]1[C:3]2[C:7](=[CH:8][C:9]([N+:11]([O-:13])=[O:12])=[CH:10][C:2]=2[CH3:1])[NH:6][N:5]=1, predict the reactants needed to synthesize it. The reactants are: [CH3:1][C:2]1[CH:10]=[C:9]([N+:11]([O-:13])=[O:12])[CH:8]=[C:7]2[C:3]=1[CH:4]=[N:5][NH:6]2.[OH-].[Na+].[I:16]I.Cl. (2) Given the product [NH2:6][C:5]1[CH:7]=[C:8]([F:9])[C:2]([C:12]#[N:13])=[C:3]([Cl:10])[CH:4]=1, predict the reactants needed to synthesize it. The reactants are: Br[C:2]1[C:8]([F:9])=[CH:7][C:5]([NH2:6])=[CH:4][C:3]=1[Cl:10].[Cu][C:12]#[N:13].[OH-].[NH4+]. (3) Given the product [Br:1][C:2]1[CH:14]=[CH:13][C:5]([O:6][CH:7]2[CH2:12][CH2:11][CH2:10][CH2:9][O:8]2)=[C:4]([CH3:16])[C:3]=1[F:15], predict the reactants needed to synthesize it. The reactants are: [Br:1][C:2]1[CH:14]=[CH:13][C:5]([O:6][CH:7]2[CH2:12][CH2:11][CH2:10][CH2:9][O:8]2)=[CH:4][C:3]=1[F:15].[CH:16]([N-]C(C)C)(C)C.[Li+].CI. (4) Given the product [ClH:51].[ClH:51].[CH3:28][O:29][C:30]1[CH:31]=[C:32]([C@H:36]([NH:38][C@@H:39]2[CH2:43][CH2:42][NH:41][CH2:40]2)[CH3:37])[CH:33]=[CH:34][CH:35]=1, predict the reactants needed to synthesize it. The reactants are: C(C1C=CC(N2CC[C@H](N[C@@H](C3C4C(=CC=CC=4)C=CC=3)C)C2)=CC=1)(=O)C.[CH3:28][O:29][C:30]1[CH:31]=[C:32]([C@H:36]([NH:38][CH:39]2[CH2:43][CH2:42][N:41](C(OC(C)(C)C)=O)[CH2:40]2)[CH3:37])[CH:33]=[CH:34][CH:35]=1.[ClH:51]. (5) Given the product [Br:1][C:2]1[C:3]([CH3:12])=[CH:4][C:5]([NH:40][CH:37]2[CH2:36][CH2:35][N:34]([C@H:31]3[CH2:32][CH2:33][C@H:28]([O:27][CH2:24][CH2:25][CH3:26])[CH2:29][CH2:30]3)[CH2:39][CH2:38]2)=[C:6]([N+:8]([O-:10])=[O:9])[CH:7]=1, predict the reactants needed to synthesize it. The reactants are: [Br:1][C:2]1[CH:7]=[C:6]([N+:8]([O-:10])=[O:9])[C:5](F)=[CH:4][C:3]=1[CH3:12].C(N(C(C)C)CC)(C)C.Cl.Cl.[CH2:24]([O:27][C@H:28]1[CH2:33][CH2:32][C@H:31]([N:34]2[CH2:39][CH2:38][CH:37]([NH2:40])[CH2:36][CH2:35]2)[CH2:30][CH2:29]1)[CH2:25][CH3:26]. (6) Given the product [Cl:1][C:2]1[CH:9]=[CH:8][C:5]([CH2:6][NH:7][C:28]([NH:26][C:25]2[C:23]3[NH:22][C:14](=[O:20])[NH:7][C:6]=3[CH:5]=[CH:4][CH:3]=2)=[O:29])=[CH:4][CH:3]=1, predict the reactants needed to synthesize it. The reactants are: [Cl:1][C:2]1[CH:9]=[CH:8][C:5]([CH2:6][NH2:7])=[CH:4][CH:3]=1.ClC(Cl)(O[C:14](=[O:20])OC(Cl)(Cl)Cl)Cl.[N-:22]=[C:23]=O.[CH3:25][N:26]([CH:28]=[O:29])C. (7) Given the product [Cl:1][C:2]1[CH:21]=[C:20]([Cl:22])[CH:19]=[CH:18][C:3]=1[CH2:4][N:5]1[C:9]([CH2:10][CH2:11][CH2:12][O:13][C:24]2[N:25]=[C:26]([CH3:34])[S:27][C:28]=2[C:29]([O:31][CH2:32][CH3:33])=[O:30])=[CH:8][C:7]([O:14][CH:15]([CH3:17])[CH3:16])=[N:6]1, predict the reactants needed to synthesize it. The reactants are: [Cl:1][C:2]1[CH:21]=[C:20]([Cl:22])[CH:19]=[CH:18][C:3]=1[CH2:4][N:5]1[C:9]([CH2:10][CH2:11][CH2:12][OH:13])=[CH:8][C:7]([O:14][CH:15]([CH3:17])[CH3:16])=[N:6]1.O[C:24]1[N:25]=[C:26]([CH3:34])[S:27][C:28]=1[C:29]([O:31][CH2:32][CH3:33])=[O:30].C(P(CCCC)CCCC)CCC.N(C(N1CCCCC1)=O)=NC(N1CCCCC1)=O.